Dataset: Peptide-MHC class I binding affinity with 185,985 pairs from IEDB/IMGT. Task: Regression. Given a peptide amino acid sequence and an MHC pseudo amino acid sequence, predict their binding affinity value. This is MHC class I binding data. (1) The peptide sequence is VQLLGRRFV. The MHC is HLA-A02:03 with pseudo-sequence HLA-A02:03. The binding affinity (normalized) is 0.213. (2) The peptide sequence is TIEGRKVMLY. The MHC is HLA-A02:01 with pseudo-sequence HLA-A02:01. The binding affinity (normalized) is 0. (3) The peptide sequence is INIVIIVLI. The MHC is H-2-Db with pseudo-sequence H-2-Db. The binding affinity (normalized) is 0.284. (4) The peptide sequence is EGGVGWRHW. The MHC is HLA-B53:01 with pseudo-sequence HLA-B53:01. The binding affinity (normalized) is 0. (5) The peptide sequence is TTTSTALGK. The MHC is HLA-A11:01 with pseudo-sequence HLA-A11:01. The binding affinity (normalized) is 0.680. (6) The peptide sequence is QLFTFSPRR. The MHC is HLA-A11:01 with pseudo-sequence HLA-A11:01. The binding affinity (normalized) is 0.615. (7) The peptide sequence is YCPGTTVTL. The MHC is HLA-B27:05 with pseudo-sequence HLA-B27:05. The binding affinity (normalized) is 0.0847.